From a dataset of Catalyst prediction with 721,799 reactions and 888 catalyst types from USPTO. Predict which catalyst facilitates the given reaction. (1) Reactant: O=[C:2]1[CH2:7][CH2:6][N:5]([C:8]([O:10][C:11]([CH3:14])([CH3:13])[CH3:12])=[O:9])[CH2:4][CH2:3]1.[NH:15]1[CH2:20][CH2:19][CH:18]([OH:21])[CH2:17][CH2:16]1.C(O)(=O)C.C(O[BH-](OC(=O)C)OC(=O)C)(=O)C.[Na+]. Product: [OH:21][CH:18]1[CH2:19][CH2:20][N:15]([CH:2]2[CH2:7][CH2:6][N:5]([C:8]([O:10][C:11]([CH3:14])([CH3:13])[CH3:12])=[O:9])[CH2:4][CH2:3]2)[CH2:16][CH2:17]1. The catalyst class is: 2. (2) Reactant: [F:1][C:2]1[CH:7]=[CH:6][C:5]([O:8][CH3:9])=[CH:4][C:3]=1[C:10]1[CH:15]=[CH:14][C:13]([O:16][CH2:17][C:18]2[CH:23]=[CH:22][C:21]([O:24][CH3:25])=[CH:20][CH:19]=2)=[CH:12][C:11]=1[C:26](O)([C:28]([CH3:31])([CH3:30])[CH3:29])[CH3:27].C(N(CC)CC)C.S(Cl)(Cl)=O. Product: [CH3:29][C:28]([CH3:31])([CH3:30])[C:26]([C:11]1[CH:12]=[C:13]([O:16][CH2:17][C:18]2[CH:23]=[CH:22][C:21]([O:24][CH3:25])=[CH:20][CH:19]=2)[CH:14]=[CH:15][C:10]=1[C:3]1[CH:4]=[C:5]([O:8][CH3:9])[CH:6]=[CH:7][C:2]=1[F:1])=[CH2:27]. The catalyst class is: 11. (3) Reactant: [Cl:1][C:2]1[CH:3]=[C:4]([CH:26]=[CH:27][C:28]=1[Cl:29])[CH2:5][N:6]1[CH2:11][CH2:10][O:9][C@H:8]([CH2:12][NH:13][C:14](=[O:25])OC2C=CC([N+]([O-])=O)=CC=2)[CH2:7]1.[CH2:30]([NH2:33])[C:31]#[CH:32].ClCCl. Product: [Cl:1][C:2]1[CH:3]=[C:4]([CH:26]=[CH:27][C:28]=1[Cl:29])[CH2:5][N:6]1[CH2:11][CH2:10][O:9][C@H:8]([CH2:12][NH:13][C:14]([NH:33][CH2:30][C:31]#[CH:32])=[O:25])[CH2:7]1. The catalyst class is: 66. (4) Reactant: C(OC([N:8]([C:13]1[CH:52]=[CH:51][C:16]([CH2:17][O:18][C:19](=[O:50])[CH2:20][C:21]([O:23][C@H:24]([C:35]2[CH:40]=[CH:39][C:38]([O:41][CH:42]([F:44])[F:43])=[C:37]([O:45][CH2:46][CH:47]3[CH2:49][CH2:48]3)[CH:36]=2)[CH2:25][C:26]2[C:31]([Cl:32])=[CH:30][N+:29]([O-:33])=[CH:28][C:27]=2[Cl:34])=[O:22])=[CH:15][C:14]=1[O:53][CH2:54][CH:55]1[CH2:57][CH2:56]1)[S:9]([CH3:12])(=[O:11])=[O:10])=O)(C)(C)C.Cl. Product: [Cl:34][C:27]1[CH:28]=[N+:29]([O-:33])[CH:30]=[C:31]([Cl:32])[C:26]=1[CH2:25][C@@H:24]([C:35]1[CH:40]=[CH:39][C:38]([O:41][CH:42]([F:43])[F:44])=[C:37]([O:45][CH2:46][CH:47]2[CH2:48][CH2:49]2)[CH:36]=1)[O:23][C:21](=[O:22])[CH2:20][C:19]([O:18][CH2:17][C:16]1[CH:51]=[CH:52][C:13]([NH:8][S:9]([CH3:12])(=[O:11])=[O:10])=[C:14]([O:53][CH2:54][CH:55]2[CH2:57][CH2:56]2)[CH:15]=1)=[O:50]. The catalyst class is: 135.